The task is: Predict the reaction yield, written as a fraction of the theoretical maximum amount of product (1.0 means a 100% yield; for example, 0.34 means a 34% yield).. This data is from Reaction yield outcomes from USPTO patents with 853,638 reactions. (1) The reactants are [OH:1][CH2:2][C:3]([CH2:8][OH:9])([CH2:6][OH:7])[CH2:4][OH:5].[SH:10][CH:11]([CH3:15])[C:12]([OH:14])=O.S(=O)(=O)(O)O. The catalyst is O.C1(C)C=CC=CC=1. The product is [SH:10][CH:11]([CH3:15])[C:12]([O:1][CH2:2][C:3]([CH2:8][O:9][C:12](=[O:14])[CH:11]([SH:10])[CH3:15])([CH2:6][O:7][C:12](=[O:14])[CH:11]([SH:10])[CH3:15])[CH2:4][O:5][C:12](=[O:14])[CH:11]([SH:10])[CH3:15])=[O:14]. The yield is 0.884. (2) The product is [F:1][C:2]([F:20])([F:21])[C:3]1[CH:8]=[CH:7][C:6]2[NH:9][C:10]3[C:15]([C:5]=2[CH:4]=1)=[CH:14][C:13]([C:16]([F:17])([F:18])[F:19])=[CH:12][CH:11]=3. The catalyst is C(OCC)(=O)C.CC([O-])=O.CC([O-])=O.[Pd+2]. The reactants are [F:1][C:2]([F:21])([F:20])[C:3]1[CH:8]=[CH:7][C:6]([NH:9][C:10]2[CH:15]=[CH:14][C:13]([C:16]([F:19])([F:18])[F:17])=[CH:12][CH:11]=2)=[CH:5][CH:4]=1.C(O)(=O)C.C([O-])(O)=O.[Na+]. The yield is 0.560. (3) The reactants are Br[C:2]1[CH:7]=[CH:6][CH:5]=[C:4]([Br:8])[N:3]=1.[N:9]1[CH:14]=[CH:13][C:12]([NH2:15])=[N:11][CH:10]=1.CC1(C)C2C(=C(P(C3C=CC=CC=3)C3C=CC=CC=3)C=CC=2)OC2C(P(C3C=CC=CC=3)C3C=CC=CC=3)=CC=CC1=2.C(=O)([O-])[O-].[Cs+].[Cs+]. The catalyst is C1C=CC(/C=C/C(/C=C/C2C=CC=CC=2)=O)=CC=1.C1C=CC(/C=C/C(/C=C/C2C=CC=CC=2)=O)=CC=1.C1C=CC(/C=C/C(/C=C/C2C=CC=CC=2)=O)=CC=1.[Pd].[Pd].O1CCOCC1. The product is [Br:8][C:4]1[N:3]=[C:2]([NH:15][C:12]2[CH:13]=[CH:14][N:9]=[CH:10][N:11]=2)[CH:7]=[CH:6][CH:5]=1. The yield is 0.460. (4) The reactants are [CH3:1][N:2]1[CH2:7][CH2:6][NH:5][CH2:4][CH2:3]1.Cl[C:9]1[N:14]=[C:13]([C:15]2[N:16]([CH3:24])[C:17]3[C:22]([CH:23]=2)=[CH:21][CH:20]=[CH:19][CH:18]=3)[N:12]=[C:11]([NH:25][C:26]2[CH:30]=[C:29]([CH3:31])[NH:28][N:27]=2)[CH:10]=1. No catalyst specified. The product is [CH3:24][N:16]1[C:17]2[C:22](=[CH:21][CH:20]=[CH:19][CH:18]=2)[CH:23]=[C:15]1[C:13]1[N:12]=[C:11]([NH:25][C:26]2[CH:30]=[C:29]([CH3:31])[NH:28][N:27]=2)[CH:10]=[C:9]([N:5]2[CH2:6][CH2:7][N:2]([CH3:1])[CH2:3][CH2:4]2)[N:14]=1. The yield is 0.0985. (5) The reactants are [C:1]([O:5][C:6]([N:8]1[CH2:13][CH2:12][CH:11]([CH2:14][O:15]S(C2C=CC(C)=CC=2)(=O)=O)[CH2:10][CH2:9]1)=[O:7])([CH3:4])([CH3:3])[CH3:2].O[C:27]1[CH:37]=[CH:36][C:30]([C:31]([O:33][CH2:34][CH3:35])=[O:32])=[CH:29][C:28]=1[O:38][CH3:39].C(=O)([O-])[O-].[K+].[K+]. The catalyst is CN(C=O)C. The product is [C:1]([O:5][C:6]([N:8]1[CH2:9][CH2:10][CH:11]([CH2:14][O:15][C:27]2[CH:37]=[CH:36][C:30]([C:31]([O:33][CH2:34][CH3:35])=[O:32])=[CH:29][C:28]=2[O:38][CH3:39])[CH2:12][CH2:13]1)=[O:7])([CH3:2])([CH3:3])[CH3:4]. The yield is 0.890. (6) The reactants are Cl[CH2:2][C:3]1[N:4]=[C:5]([C:9]2[O:10][CH:11]=[CH:12][CH:13]=2)[O:6][C:7]=1[CH3:8].[OH:14][C:15]1[CH:16]=[C:17]([CH:20]=[CH:21][CH:22]=1)[CH2:18][OH:19].C(=O)([O-])[O-].[K+].[K+].CN(C)C=O. The catalyst is O. The product is [O:10]1[CH:11]=[CH:12][CH:13]=[C:9]1[C:5]1[O:6][C:7]([CH3:8])=[C:3]([CH2:2][O:14][C:15]2[CH:16]=[C:17]([CH2:18][OH:19])[CH:20]=[CH:21][CH:22]=2)[N:4]=1. The yield is 0.550. (7) The reactants are [F:1][C:2]1[CH:19]=[CH:18][C:5]([O:6][C:7]2[N:12]=[CH:11][C:10]([CH2:13][C:14](Cl)=[N:15][OH:16])=[CH:9][CH:8]=2)=[CH:4][CH:3]=1.O1CCCC1.[C:25]([C:27]1[CH:28]=[CH:29][C:30]([NH2:33])=[N:31][CH:32]=1)#[CH:26].C(N(CC)CC)C. The catalyst is O. The product is [F:1][C:2]1[CH:19]=[CH:18][C:5]([O:6][C:7]2[N:12]=[CH:11][C:10]([CH2:13][C:14]3[CH:26]=[C:25]([C:27]4[CH:28]=[CH:29][C:30]([NH2:33])=[N:31][CH:32]=4)[O:16][N:15]=3)=[CH:9][CH:8]=2)=[CH:4][CH:3]=1. The yield is 0.190. (8) The reactants are [C:1]([NH:5][S:6]([C:9]1[CH:14]=[CH:13][C:12]([C:15]2[N:19]([CH2:20][CH:21]3[CH2:26][CH2:25][CH2:24][CH2:23][CH2:22]3)[C:18]([Cl:27])=[C:17]([C:28]([NH:30][CH2:31][CH2:32][C:33]([CH3:39])([CH3:38])[C:34]([O:36]C)=[O:35])=[O:29])[CH:16]=2)=[CH:11][C:10]=1[C:40]([F:43])([F:42])[F:41])(=[O:8])=[O:7])([CH3:4])([CH3:3])[CH3:2].[OH-].[K+]. The yield is 0.600. The catalyst is CO.O. The product is [C:1]([NH:5][S:6]([C:9]1[CH:14]=[CH:13][C:12]([C:15]2[N:19]([CH2:20][CH:21]3[CH2:26][CH2:25][CH2:24][CH2:23][CH2:22]3)[C:18]([Cl:27])=[C:17]([C:28]([NH:30][CH2:31][CH2:32][C:33]([CH3:38])([CH3:39])[C:34]([OH:36])=[O:35])=[O:29])[CH:16]=2)=[CH:11][C:10]=1[C:40]([F:42])([F:41])[F:43])(=[O:7])=[O:8])([CH3:2])([CH3:3])[CH3:4]. (9) The reactants are [CH2:1]([OH:21])[CH2:2][CH:3]([CH2:5][CH2:6][CH2:7][CH:8]([CH2:10][CH2:11][CH2:12][CH:13]([CH2:15][CH2:16][CH2:17][CH:18]([CH3:20])[CH3:19])[CH3:14])[CH3:9])[CH3:4].C(N(CC)CC)C.[CH3:29][S:30](Cl)(=[O:32])=[O:31]. The catalyst is ClCCl. The product is [S:30]([O:21][CH2:1][CH2:2][CH:3]([CH2:5][CH2:6][CH2:7][CH:8]([CH2:10][CH2:11][CH2:12][CH:13]([CH2:15][CH2:16][CH2:17][CH:18]([CH3:20])[CH3:19])[CH3:14])[CH3:9])[CH3:4])(=[O:32])(=[O:31])[CH3:29]. The yield is 1.00. (10) The reactants are [Br:1][C:2]1[CH:7]=[CH:6][C:5]([OH:8])=[CH:4][CH:3]=1.C(=O)([O-])[O-].[K+].[K+].Br[CH2:16][CH2:17][O:18][CH3:19]. The catalyst is CN(C)C=O. The product is [Br:1][C:2]1[CH:7]=[CH:6][C:5]([O:8][CH2:16][CH2:17][O:18][CH3:19])=[CH:4][CH:3]=1. The yield is 0.480.